From a dataset of Full USPTO retrosynthesis dataset with 1.9M reactions from patents (1976-2016). Predict the reactants needed to synthesize the given product. The reactants are: Br[C:2]1[CH:10]=[C:9]([C:11]([F:14])([F:13])[F:12])[CH:8]=[C:7]2[C:3]=1[CH:4]=[N:5][NH:6]2.[CH3:15][O:16][C:17]1[CH:22]=[CH:21][C:20]([CH2:23][C:24]([O:26][CH3:27])=[O:25])=[CH:19][C:18]=1B1OC(C)(C)C(C)(C)O1. Given the product [CH3:15][O:16][C:17]1[CH:18]=[CH:19][C:20]([CH2:23][C:24]([O:26][CH3:27])=[O:25])=[CH:21][C:22]=1[C:2]1[CH:10]=[C:9]([C:11]([F:14])([F:13])[F:12])[CH:8]=[C:7]2[C:3]=1[CH:4]=[N:5][NH:6]2, predict the reactants needed to synthesize it.